From a dataset of Forward reaction prediction with 1.9M reactions from USPTO patents (1976-2016). Predict the product of the given reaction. Given the reactants C(OC(=O)[NH:7][C@H:8]([CH:11]([C:13]1[O:17][N:16]=[C:15]([CH2:18][CH3:19])[N:14]=1)[OH:12])[CH2:9][CH3:10])(C)(C)C.FC(F)(F)C(O)=O, predict the reaction product. The product is: [NH2:7][CH:8]([CH2:9][CH3:10])[C@@H:11]([C:13]1[O:17][N:16]=[C:15]([CH2:18][CH3:19])[N:14]=1)[OH:12].